Dataset: Full USPTO retrosynthesis dataset with 1.9M reactions from patents (1976-2016). Task: Predict the reactants needed to synthesize the given product. (1) Given the product [NH2:22][C:19]1[N:20]=[CH:21][C:16]([N:8]2[C:7](=[O:11])[C:6]3[CH:12]=[C:2]([F:1])[C:3]([NH:13][CH3:14])=[CH:4][C:5]=3[O:10][CH2:9]2)=[CH:17][CH:18]=1, predict the reactants needed to synthesize it. The reactants are: [F:1][C:2]1[C:3]([NH:13][CH3:14])=[CH:4][C:5]2[O:10][CH2:9][NH:8][C:7](=[O:11])[C:6]=2[CH:12]=1.I[C:16]1[CH:17]=[C:18](C)[C:19]([NH2:22])=[N:20][CH:21]=1. (2) Given the product [CH3:27][N:2]([CH3:1])[C:3]([S:5][C:6]1[CH:11]=[CH:10][C:9]([CH2:12][CH2:13][CH2:14][CH2:15][NH2:16])=[CH:8][CH:7]=1)=[O:4], predict the reactants needed to synthesize it. The reactants are: [CH3:1][N:2]([CH3:27])[C:3]([S:5][C:6]1[CH:11]=[CH:10][C:9]([CH2:12][CH2:13][CH2:14][CH2:15][N:16]2C(=O)C3=CC=CC=C3C2=O)=[CH:8][CH:7]=1)=[O:4].CN. (3) Given the product [CH3:31][C:28]1([CH3:32])[O:27][C@@H:26]([CH2:25][N:12]2[CH:13]=[C:9]([B:4]3[O:5][C:6]([CH3:7])([CH3:8])[C:2]([CH3:14])([CH3:1])[O:3]3)[CH:10]=[N:11]2)[CH2:30][O:29]1, predict the reactants needed to synthesize it. The reactants are: [CH3:1][C:2]1([CH3:14])[C:6]([CH3:8])([CH3:7])[O:5][B:4]([C:9]2[CH:10]=[N:11][NH:12][CH:13]=2)[O:3]1.C1(C)C=CC(S(O[CH2:25][C@H:26]2[CH2:30][O:29][C:28]([CH3:32])([CH3:31])[O:27]2)(=O)=O)=CC=1. (4) Given the product [CH2:1]1[CH2:2][CH2:3][C:4]([CH2:11][NH2:12])([CH2:7][C:8]([OH:10])=[O:9])[CH2:5][CH2:6]1, predict the reactants needed to synthesize it. The reactants are: [CH2:1]1[CH2:6][CH2:5][C:4]([CH2:11][NH2:12])([CH2:7][C:8]([OH:10])=[O:9])[CH2:3][CH2:2]1.Cl.C(N(CCCC)CCCC)CCC.C1N=CNC=1CC(O)=O. (5) The reactants are: [Cl:1][CH2:2][C:3]1[CH:4]=[C:5]([CH3:12])[C:6]([O:10][CH3:11])=[C:7]([CH3:9])[CH:8]=1.[C:13]1([P:19]([C:26]2[CH:31]=[CH:30][CH:29]=[CH:28][CH:27]=2)[C:20]2[CH:25]=[CH:24][CH:23]=[CH:22][CH:21]=2)[CH:18]=[CH:17][CH:16]=[CH:15][CH:14]=1. Given the product [Cl-:1].[CH3:11][O:10][C:6]1[C:5]([CH3:12])=[CH:4][C:3]([CH2:2][P+:19]([C:20]2[CH:21]=[CH:22][CH:23]=[CH:24][CH:25]=2)([C:26]2[CH:31]=[CH:30][CH:29]=[CH:28][CH:27]=2)[C:13]2[CH:14]=[CH:15][CH:16]=[CH:17][CH:18]=2)=[CH:8][C:7]=1[CH3:9], predict the reactants needed to synthesize it. (6) Given the product [C:7]([O:11][C:12](=[O:24])[NH:13][C:14]([C:16]1[C:21]([OH:22])=[CH:20][C:19]([O:23][CH2:38][CH2:37][O:36][N:27]2[C:26](=[O:25])[C:34]3[C:29](=[CH:30][CH:31]=[CH:32][CH:33]=3)[C:28]2=[O:35])=[CH:18][N:17]=1)=[NH:15])([CH3:10])([CH3:8])[CH3:9], predict the reactants needed to synthesize it. The reactants are: C(=O)([O-])[O-].[K+].[K+].[C:7]([O:11][C:12](=[O:24])[NH:13][C:14]([C:16]1[C:21]([OH:22])=[CH:20][C:19]([OH:23])=[CH:18][N:17]=1)=[NH:15])([CH3:10])([CH3:9])[CH3:8].[O:25]=[C:26]1[C:34]2[C:29](=[CH:30][CH:31]=[CH:32][CH:33]=2)[C:28](=[O:35])[N:27]1[O:36][CH2:37][CH2:38]OS(C)(=O)=O.Cl. (7) Given the product [Cl:12][C:13]1[C:14]([CH3:24])=[C:15]([OH:19])[C:16]([CH2:25][C:9]([CH3:8])=[CH2:4])=[CH:17][CH:18]=1, predict the reactants needed to synthesize it. The reactants are: C(N(CC)[C:4]1[CH:9]=[CH:8]C=CC=1)C.[Cl:12][C:13]1[CH:18]=[CH:17][CH:16]=[C:15]([O:19]CC(C)=C)[C:14]=1[CH3:24].[C:25](OCC)(=O)C.